This data is from NCI-60 drug combinations with 297,098 pairs across 59 cell lines. The task is: Regression. Given two drug SMILES strings and cell line genomic features, predict the synergy score measuring deviation from expected non-interaction effect. (1) Drug 1: CC1CCCC2(C(O2)CC(NC(=O)CC(C(C(=O)C(C1O)C)(C)C)O)C(=CC3=CSC(=N3)C)C)C. Drug 2: CC1C(C(CC(O1)OC2CC(CC3=C2C(=C4C(=C3O)C(=O)C5=C(C4=O)C(=CC=C5)OC)O)(C(=O)CO)O)N)O.Cl. Cell line: COLO 205. Synergy scores: CSS=55.1, Synergy_ZIP=0.401, Synergy_Bliss=2.11, Synergy_Loewe=0.838, Synergy_HSA=1.11. (2) Drug 1: C1=NNC2=C1C(=O)NC=N2. Drug 2: B(C(CC(C)C)NC(=O)C(CC1=CC=CC=C1)NC(=O)C2=NC=CN=C2)(O)O. Cell line: NCI-H226. Synergy scores: CSS=5.52, Synergy_ZIP=4.72, Synergy_Bliss=2.16, Synergy_Loewe=-40.8, Synergy_HSA=-4.01.